Task: Predict which catalyst facilitates the given reaction.. Dataset: Catalyst prediction with 721,799 reactions and 888 catalyst types from USPTO (1) The catalyst class is: 4. Reactant: Cl[C:2]1[C:7]([C:8]#[N:9])=[C:6]([NH:10][CH2:11][CH2:12][OH:13])[N:5]=[C:4]([S:14][CH3:15])[N:3]=1.C(N(C(C)C)C(C)C)C.[C:25]1([CH:31]2[CH2:36][CH2:35][NH:34][CH2:33][CH2:32]2)[CH:30]=[CH:29][CH:28]=[CH:27][CH:26]=1. Product: [OH:13][CH2:12][CH2:11][NH:10][C:6]1[C:7]([C:8]#[N:9])=[C:2]([N:34]2[CH2:35][CH2:36][CH:31]([C:25]3[CH:30]=[CH:29][CH:28]=[CH:27][CH:26]=3)[CH2:32][CH2:33]2)[N:3]=[C:4]([S:14][CH3:15])[N:5]=1. (2) Reactant: Cl.[NH2:2][C@@H:3]1[CH2:7][C@H:6]([CH2:8][OH:9])[C@@H:5]([OH:10])[C@H:4]1[OH:11].[Cl:12][C:13]1[CH:18]=[C:17](Cl)[N:16]=[CH:15][N:14]=1.CCN(CC)CC. Product: [Cl:12][C:13]1[N:14]=[CH:15][N:16]=[C:17]([NH:2][C@@H:3]2[CH2:7][C@H:6]([CH2:8][OH:9])[C@@H:5]([OH:10])[C@H:4]2[OH:11])[CH:18]=1. The catalyst class is: 14. (3) Reactant: [NH2:1][C:2]1[C:3]([C:15](O)=O)=[N:4][C:5]([C:8]2[CH:13]=[CH:12][CH:11]=[C:10]([F:14])[CH:9]=2)=[CH:6][N:7]=1.[C:18]1([NH2:25])[CH:23]=[CH:22][CH:21]=[CH:20][C:19]=1[NH2:24].C(P(=O)(OCC)OCC)#N.C(N(CC)CC)C. Product: [NH:24]1[C:19]2[CH:20]=[CH:21][CH:22]=[CH:23][C:18]=2[N:25]=[C:15]1[C:3]1[C:2]([NH2:1])=[N:7][CH:6]=[C:5]([C:8]2[CH:13]=[CH:12][CH:11]=[C:10]([F:14])[CH:9]=2)[N:4]=1. The catalyst class is: 762. (4) Reactant: [F:1][C:2]1[CH:3]=[CH:4][C:5]2[N:9]=[N:8][NH:7][C:6]=2[C:10]=1[C:11]([O:13]CC)=[O:12]. Product: [F:1][C:2]1[CH:3]=[CH:4][C:5]2[N:9]=[N:8][NH:7][C:6]=2[C:10]=1[C:11]([OH:13])=[O:12]. The catalyst class is: 33. (5) The catalyst class is: 9. Reactant: C(=O)([O-])[O-].[Cs+].[Cs+].[C:7]([O:11][C:12](=[O:29])[NH:13][C:14]([CH3:28])([CH3:27])[CH2:15][N:16]([C:23](=[O:26])[CH2:24]Br)[C:17]1[CH:22]=[CH:21][CH:20]=[CH:19][CH:18]=1)([CH3:10])([CH3:9])[CH3:8].O. Product: [C:7]([O:11][C:12]([N:13]1[CH2:24][C:23](=[O:26])[N:16]([C:17]2[CH:22]=[CH:21][CH:20]=[CH:19][CH:18]=2)[CH2:15][C:14]1([CH3:28])[CH3:27])=[O:29])([CH3:10])([CH3:9])[CH3:8]. (6) Reactant: [CH3:1][C:2]1[N:7]=[C:6]([CH3:8])[C:5]([CH3:9])=[N:4][C:3]=1[CH3:10].C(Cl)(Cl)(Cl)Cl.C1C(=O)N([Br:23])C(=O)C1.C(OOC(=O)C1C=CC=CC=1)(=O)C1C=CC=CC=1. Product: [Br:23][CH2:10][C:3]1[C:2]([CH3:1])=[N:7][C:6]([CH3:8])=[C:5]([CH3:9])[N:4]=1. The catalyst class is: 6. (7) Reactant: Cl[C:2]1[N:7]=[CH:6][C:5]([B:8]([OH:10])[OH:9])=[CH:4][N:3]=1.[OH:11][C:12]1([C:18]([O:20][CH3:21])=[O:19])[CH2:17][CH2:16][NH:15][CH2:14][CH2:13]1. Product: [OH:11][C:12]1([C:18]([O:20][CH3:21])=[O:19])[CH2:13][CH2:14][N:15]([C:2]2[N:7]=[CH:6][C:5]([B:8]([OH:10])[OH:9])=[CH:4][N:3]=2)[CH2:16][CH2:17]1. The catalyst class is: 197.